Task: Predict which catalyst facilitates the given reaction.. Dataset: Catalyst prediction with 721,799 reactions and 888 catalyst types from USPTO (1) Reactant: [Li+].[OH-:2].C[O:4][C:5]([C@H:7]1[CH2:12][CH2:11][C@H:10]([CH2:13][N:14]2[C:20](=[O:21])[CH2:19][C:18]3[CH:22]=[CH:23][CH:24]=[CH:25][C:17]=3[N:16]([CH3:26])[C:15]2=[O:27])[CH2:9][CH2:8]1)=[O:6]. Product: [C:15]([N:16]([CH3:26])[C:17]1[CH:25]=[CH:24][CH:23]=[CH:22][C:18]=1[CH2:19][C:20]([NH:14][CH2:13][C@H:10]1[CH2:11][CH2:12][C@H:7]([C:5]([OH:4])=[O:6])[CH2:8][CH2:9]1)=[O:21])([OH:27])=[O:2]. The catalyst class is: 38. (2) Reactant: [Cl:1][C:2]1[CH:7]=[CH:6][C:5]([C:8]2[O:12][N:11]=[CH:10][C:9]=2[CH2:13]O)=[CH:4][C:3]=1[CH3:15].O1CCCC1.S(Cl)([Cl:23])=O. Product: [Cl:23][CH2:13][C:9]1[CH:10]=[N:11][O:12][C:8]=1[C:5]1[CH:6]=[CH:7][C:2]([Cl:1])=[C:3]([CH3:15])[CH:4]=1. The catalyst class is: 11. (3) Reactant: C[O:2][C:3](=[O:36])[CH2:4][C:5]1[S:6][C:7]([C:10]2[CH:15]=[CH:14][CH:13]=[CH:12][C:11]=2[NH:16][C:17](=[O:35])[CH2:18][C:19]2[CH:20]=[C:21]([C:25]3[CH:30]=[CH:29][C:28]([O:31][CH3:32])=[CH:27][C:26]=3[O:33][CH3:34])[CH:22]=[CH:23][CH:24]=2)=[CH:8][CH:9]=1. Product: [CH3:34][O:33][C:26]1[CH:27]=[C:28]([O:31][CH3:32])[CH:29]=[CH:30][C:25]=1[C:21]1[CH:22]=[CH:23][CH:24]=[C:19]([CH2:18][C:17]([NH:16][C:11]2[CH:12]=[CH:13][CH:14]=[CH:15][C:10]=2[C:7]2[S:6][C:5]([CH2:4][C:3]([OH:36])=[O:2])=[CH:9][CH:8]=2)=[O:35])[CH:20]=1. The catalyst class is: 23.